Dataset: Forward reaction prediction with 1.9M reactions from USPTO patents (1976-2016). Task: Predict the product of the given reaction. (1) Given the reactants F[C:2]1[CH:7]=[CH:6][C:5]([N+:8]([O-:10])=[O:9])=[CH:4][C:3]=1[CH3:11].[F:12][C:13]([F:25])([O:17][C:18]1[CH:19]=[C:20]([OH:24])[CH:21]=[CH:22][CH:23]=1)[CH:14]([F:16])[F:15].C(=O)([O-])[O-].[K+].[K+].O, predict the reaction product. The product is: [CH3:11][C:3]1[CH:4]=[C:5]([N+:8]([O-:10])=[O:9])[CH:6]=[CH:7][C:2]=1[O:24][C:20]1[CH:21]=[CH:22][CH:23]=[C:18]([O:17][C:13]([F:12])([F:25])[CH:14]([F:15])[F:16])[CH:19]=1. (2) Given the reactants C(OC([NH:11][C:12]1[C:21]2[C:16](=[CH:17][CH:18]=[CH:19][CH:20]=2)[C:15]([CH2:22][CH2:23][Cl:24])=[C:14]([NH:25][C:26]([C:28]2[NH:29][C:30]3[C:35]([CH:36]=2)=[CH:34][C:33]([O:37][CH3:38])=[CH:32][CH:31]=3)=[O:27])[CH:13]=1)=O)C1C=CC=CC=1, predict the reaction product. The product is: [Cl:24][CH2:23][CH2:22][C:15]1[C:16]2[C:21](=[CH:20][CH:19]=[CH:18][CH:17]=2)[C:12]([NH2:11])=[CH:13][C:14]=1[NH:25][C:26]([C:28]1[NH:29][C:30]2[C:35]([CH:36]=1)=[CH:34][C:33]([O:37][CH3:38])=[CH:32][CH:31]=2)=[O:27]. (3) The product is: [CH:37]1([CH2:38][NH:33][S:27]([NH:30][C:31](=[O:32])[O:25][CH2:24][C:14]2[CH:15]=[CH:16][C:17]([O:19][CH2:20][CH2:21][O:22][CH3:23])=[CH:18][C:13]=2[O:12][C:3]2[C:2]([Cl:1])=[CH:7][C:6]([C:8]([F:9])([F:11])[F:10])=[CH:5][N:4]=2)(=[O:29])=[O:28])[CH2:35][CH2:36]1. Given the reactants [Cl:1][C:2]1[C:3]([O:12][C:13]2[CH:18]=[C:17]([O:19][CH2:20][CH2:21][O:22][CH3:23])[CH:16]=[CH:15][C:14]=2[CH2:24][OH:25])=[N:4][CH:5]=[C:6]([C:8]([F:11])([F:10])[F:9])[CH:7]=1.Cl[S:27]([N:30]=[C:31]=[O:32])(=[O:29])=[O:28].[N:33]1[CH:38]=[CH:37][CH:36]=[CH:35]C=1.Cl, predict the reaction product. (4) The product is: [Cl:1][C:2]1[CH:9]=[C:8]([Cl:10])[CH:7]=[CH:6][C:3]=1/[CH:4]=[C:14](/[C:13](=[O:20])[CH2:12][Cl:11])\[C:15]([O:17][CH2:18][CH3:19])=[O:16]. Given the reactants [Cl:1][C:2]1[CH:9]=[C:8]([Cl:10])[CH:7]=[CH:6][C:3]=1[CH:4]=O.[Cl:11][CH2:12][C:13](=[O:20])[CH2:14][C:15]([O:17][CH2:18][CH3:19])=[O:16].C(N)C1C=CC=CC=1.C(O)(=O)C, predict the reaction product. (5) Given the reactants C1(CN(C2C=C(OC)C=CC=2C2CCC3C(=CC=C(OC)C=3)C2)CCC2C=CC(O)=CC=2)CC1.Cl.ClCCN1CCCCCC1.[N:46]1([CH2:53][CH2:54][O:55][C:56]2[CH:61]=[CH:60][C:59]([CH2:62][CH2:63][N:64]([CH2:85][CH:86]3[CH2:88][CH2:87]3)[C:65]3[CH:70]=[C:69]([O:71]C)[CH:68]=[CH:67][C:66]=3[CH:73]3[CH2:82][CH2:81][C:80]4[C:75](=[CH:76][CH:77]=[C:78]([O:83]C)[CH:79]=4)[CH2:74]3)=[CH:58][CH:57]=2)[CH2:52][CH2:51][CH2:50][CH2:49][CH2:48][CH2:47]1, predict the reaction product. The product is: [N:46]1([CH2:53][CH2:54][O:55][C:56]2[CH:61]=[CH:60][C:59]([CH2:62][CH2:63][N:64]([CH2:85][CH:86]3[CH2:87][CH2:88]3)[C:65]3[CH:70]=[C:69]([OH:71])[CH:68]=[CH:67][C:66]=3[CH:73]3[CH2:82][CH2:81][C:80]4[CH:79]=[C:78]([OH:83])[CH:77]=[CH:76][C:75]=4[CH2:74]3)=[CH:58][CH:57]=2)[CH2:52][CH2:51][CH2:50][CH2:49][CH2:48][CH2:47]1. (6) Given the reactants [OH-].[Na+].C(#N)C.[CH3:6][CH2:7][C@@H:8]([C:10]([O:12][C@@H:13]1[C@@H:18]2[C@@H:19]([CH2:24][CH2:25][C@@H:26]([OH:34])[CH2:27][C@@H:28]([OH:33])[CH2:29][C:30]([O-:32])=[O:31])[C@@H:20]([CH3:23])[CH:21]=[CH:22][C:17]2=[CH:16][C@@H:15]([OH:35])[CH2:14]1)=[O:11])[CH3:9].[Na+], predict the reaction product. The product is: [CH3:6][CH2:7][C@@H:8]([C:10]([O:12][C@@H:13]1[C@@H:18]2[C@@H:19]([CH2:24][CH2:25][C@@H:26]([OH:34])[CH2:27][C@@H:28]([OH:33])[CH2:29][C:30]([OH:32])=[O:31])[C@@H:20]([CH3:23])[CH:21]=[CH:22][C:17]2=[CH:16][C@@H:15]([OH:35])[CH2:14]1)=[O:11])[CH3:9]. (7) Given the reactants Cl.[NH2:2][C@@H:3]1[CH2:8][O:7][C:5](=[O:6])[CH2:4]1.[C:9](OC(=O)C)(=[O:11])[CH3:10].C(=O)([O-])[O-].[K+].[K+], predict the reaction product. The product is: [C:9]([NH:2][C@@H:3]1[CH2:8][O:7][C:5](=[O:6])[CH2:4]1)(=[O:11])[CH3:10]. (8) Given the reactants [C:1]([NH:9][C:10](=[CH:15][N:16]([CH3:18])C)[C:11]([O:13][CH3:14])=[O:12])(=[O:8])[C:2]1[CH:7]=[CH:6][CH:5]=[CH:4][CH:3]=1.NC1[S:21][CH:22]=[CH:23][N:24]=1.Cl.O, predict the reaction product. The product is: [C:1]([NH:9][C:10](=[CH:15][NH:16][C:18]1[S:21][CH:22]=[CH:23][N:24]=1)[C:11]([O:13][CH3:14])=[O:12])(=[O:8])[C:2]1[CH:3]=[CH:4][CH:5]=[CH:6][CH:7]=1. (9) Given the reactants [Cl:1][C:2]1[CH:10]=[CH:9][C:8]([C:11]2[N:12]([C:22]([O:24][C:25]([CH3:28])([CH3:27])[CH3:26])=[O:23])[C:13]3[C:18]([CH:19]=2)=[CH:17][C:16]([CH:20]=O)=[CH:15][CH:14]=3)=[C:7]2[C:3]=1[CH2:4][NH:5][C:6]2=[O:29].[NH2:30][CH2:31][CH2:32][C:33]1[CH:34]=[N:35][CH:36]=[CH:37][CH:38]=1.C(O[BH-](OC(=O)C)OC(=O)C)(=O)C.[Na+], predict the reaction product. The product is: [Cl:1][C:2]1[CH:10]=[CH:9][C:8]([C:11]2[N:12]([C:22]([O:24][C:25]([CH3:27])([CH3:26])[CH3:28])=[O:23])[C:13]3[C:18]([CH:19]=2)=[CH:17][C:16]([CH2:20][NH:30][CH2:31][CH2:32][C:33]2[CH:34]=[N:35][CH:36]=[CH:37][CH:38]=2)=[CH:15][CH:14]=3)=[C:7]2[C:3]=1[CH2:4][NH:5][C:6]2=[O:29]. (10) Given the reactants Br[C:2]1[CH:3]=[C:4]2[C:8](=[CH:9][CH:10]=1)[N:7]([C:11]1[CH:16]=[CH:15][CH:14]=[C:13]([CH3:17])[CH:12]=1)[N:6]=[CH:5]2.[CH:18]1([NH:21][C:22]([C:24]2[CH:25]=[C:26]([F:34])[C:27]([CH3:33])=[C:28](B(O)O)[CH:29]=2)=[O:23])[CH2:20][CH2:19]1.C(=O)([O-])O.[Na+], predict the reaction product. The product is: [CH:18]1([NH:21][C:22](=[O:23])[C:24]2[CH:29]=[C:28]([C:2]3[CH:3]=[C:4]4[C:8](=[CH:9][CH:10]=3)[N:7]([C:11]3[CH:16]=[CH:15][CH:14]=[C:13]([CH3:17])[CH:12]=3)[N:6]=[CH:5]4)[C:27]([CH3:33])=[C:26]([F:34])[CH:25]=2)[CH2:19][CH2:20]1.